This data is from Full USPTO retrosynthesis dataset with 1.9M reactions from patents (1976-2016). The task is: Predict the reactants needed to synthesize the given product. Given the product [CH3:25][O:24][C:7]1[CH:6]=[CH:5][C:4]2[N:3]=[C:2]([NH:26][C:27]3[CH:28]=[C:29]4[C:34](=[CH:35][CH:36]=3)[CH:33]=[C:32]([C:37]([OH:39])=[O:38])[CH:31]=[CH:30]4)[C:11]3=[N:12][NH:13][CH:14]=[C:10]3[C:9]=2[CH:8]=1, predict the reactants needed to synthesize it. The reactants are: Cl[C:2]1[C:11]2=[N:12][N:13](CC3C=CC(OC)=CC=3)[CH:14]=[C:10]2[C:9]2[CH:8]=[C:7]([O:24][CH3:25])[CH:6]=[CH:5][C:4]=2[N:3]=1.[NH2:26][C:27]1[CH:28]=[C:29]2[C:34](=[CH:35][CH:36]=1)[CH:33]=[C:32]([C:37]([OH:39])=[O:38])[CH:31]=[CH:30]2.Cl.